Dataset: Forward reaction prediction with 1.9M reactions from USPTO patents (1976-2016). Task: Predict the product of the given reaction. (1) Given the reactants [NH2:1][CH2:2][CH2:3][CH2:4][CH2:5][CH2:6][CH2:7][O:8][C:9]1[CH:19]=[CH:18][C:12]2[N:13]=[C:14]([C:16]#[N:17])[S:15][C:11]=2[C:10]=1[N+:20]([O-:22])=[O:21].[CH3:23][N:24]([C:26]1[CH:31]=[CH:30][C:29]2[C:32]([C:43]3[CH:48]=[C:47]([C:49](ON4C(=O)CCC4=O)=[O:50])[CH:46]=[CH:45][C:44]=3[C:59]([O-:61])=[O:60])=[C:33]3[C:41]([O:42][C:28]=2[CH:27]=1)=[CH:40][C:36](=[N+:37]([CH3:39])[CH3:38])[CH:35]=[CH:34]3)[CH3:25], predict the reaction product. The product is: [C:16]([C:14]1[S:15][C:11]2[C:10]([N+:20]([O-:22])=[O:21])=[C:9]([O:8][CH2:7][CH2:6][CH2:5][CH2:4][CH2:3][CH2:2][NH:1][C:49]([C:47]3[CH:46]=[CH:45][C:44]([C:59]([O-:61])=[O:60])=[C:43]([C:32]4[C:33]5[CH:34]=[CH:35][C:36]([N:37]([CH3:38])[CH3:39])=[CH:40][C:41]=5[O:42][C:28]5[C:29]=4[CH:30]=[CH:31][C:26](=[N+:24]([CH3:25])[CH3:23])[CH:27]=5)[CH:48]=3)=[O:50])[CH:19]=[CH:18][C:12]=2[N:13]=1)#[N:17]. (2) Given the reactants [CH:1]1([N:5]2[CH2:9][C:8](OC)=[CH:7][C:6]2=[O:12])[CH2:4][CH2:3][CH2:2]1.[NH2:13][C:14]1[C:21]([Br:22])=[CH:20][CH:19]=[CH:18][C:15]=1[C:16]#[N:17], predict the reaction product. The product is: [Br:22][C:21]1[C:14]([NH:13][C:8]2[CH2:9][N:5]([CH:1]3[CH2:4][CH2:3][CH2:2]3)[C:6](=[O:12])[CH:7]=2)=[C:15]([CH:18]=[CH:19][CH:20]=1)[C:16]#[N:17].